Dataset: Catalyst prediction with 721,799 reactions and 888 catalyst types from USPTO. Task: Predict which catalyst facilitates the given reaction. (1) Reactant: [Br:1][C:2]1[N:3]=[CH:4][NH:5][CH:6]=1.[H-].[Na+].Cl[C:10]1[N:15]=[C:14]([N:16]2[CH2:21][CH2:20][O:19][CH2:18][CH2:17]2)[N:13]=[C:12]([N:22]2[CH2:27][CH2:26][O:25][CH2:24][CH2:23]2)[N:11]=1. Product: [Br:1][C:2]1[NH:3][CH2:4][N:5]([C:10]2[N:15]=[C:14]([N:16]3[CH2:17][CH2:18][O:19][CH2:20][CH2:21]3)[N:13]=[C:12]([N:22]3[CH2:23][CH2:24][O:25][CH2:26][CH2:27]3)[N:11]=2)[CH:6]=1. The catalyst class is: 35. (2) Reactant: [Cl:1][C:2]1[N:3]=[CH:4][C:5]([C:8]([NH:10][C:11]2[S:12][CH:13]=[C:14]([C:16]3[CH:21]=[CH:20][C:19]([O:22][CH3:23])=[C:18]([C:24]([F:27])([F:26])[F:25])[CH:17]=3)[N:15]=2)=[O:9])=[N:6][CH:7]=1.C=O.Cl.[CH2:31]([C@@H:33]1[CH2:37][CH2:36][CH2:35][NH:34]1)[CH3:32].Cl[CH:39](Cl)C. Product: [Cl:1][C:2]1[N:3]=[CH:4][C:5]([C:8]([NH:10][C:11]2[S:12][C:13]([CH2:39][N:34]3[CH2:35][CH2:36][CH2:37][C@H:33]3[CH2:31][CH3:32])=[C:14]([C:16]3[CH:21]=[CH:20][C:19]([O:22][CH3:23])=[C:18]([C:24]([F:27])([F:25])[F:26])[CH:17]=3)[N:15]=2)=[O:9])=[N:6][CH:7]=1. The catalyst class is: 15. (3) Reactant: O[C:2]([CH:11]([CH3:13])[CH3:12])([CH:6]([CH3:10])[C:7]([OH:9])=[O:8])[C:3](O)=[O:4].CCCCCC.C(OCC)(=O)C. Product: [CH:11]([C:2]1[C:3]([O:8][C:7](=[O:9])[C:6]=1[CH3:10])=[O:4])([CH3:13])[CH3:12]. The catalyst class is: 152. (4) The catalyst class is: 8. Product: [CH2:16]([O:15][C:13](=[O:14])[CH2:12][N:10]1[C:5](=[O:7])[CH:4]=[C:3]([CH3:8])[CH:2]=[N:11]1)[CH3:17]. Reactant: O[CH:2]1O[C:5](=[O:7])[CH:4]=[C:3]1[CH3:8].Cl.[NH:10]([CH2:12][C:13]([O:15][CH2:16][CH3:17])=[O:14])[NH2:11]. (5) Reactant: C(OC(=O)[N:7]([CH2:26][C:27]1[CH:32]=[CH:31][CH:30]=[CH:29][CH:28]=1)[CH2:8][C:9](=[O:25])[NH:10][C:11]1[CH:16]=[CH:15][C:14]([O:17][CH2:18][C:19]2[CH:24]=[CH:23][CH:22]=[CH:21][CH:20]=2)=[CH:13][CH:12]=1)(C)(C)C.Cl. Product: [CH2:26]([NH:7][CH2:8][C:9]([NH:10][C:11]1[CH:12]=[CH:13][C:14]([O:17][CH2:18][C:19]2[CH:24]=[CH:23][CH:22]=[CH:21][CH:20]=2)=[CH:15][CH:16]=1)=[O:25])[C:27]1[CH:28]=[CH:29][CH:30]=[CH:31][CH:32]=1. The catalyst class is: 24.